From a dataset of TCR-epitope binding with 47,182 pairs between 192 epitopes and 23,139 TCRs. Binary Classification. Given a T-cell receptor sequence (or CDR3 region) and an epitope sequence, predict whether binding occurs between them. (1) The TCR CDR3 sequence is CASSPSASGRPDTQYF. Result: 1 (the TCR binds to the epitope). The epitope is KLSYGIATV. (2) The epitope is YVFCTVNAL. The TCR CDR3 sequence is CASSEAQGGIYEQYF. Result: 0 (the TCR does not bind to the epitope). (3) The epitope is EIYKRWII. The TCR CDR3 sequence is CASSLYPGVTEAFF. Result: 1 (the TCR binds to the epitope). (4) The epitope is SLYNTVATL. The TCR CDR3 sequence is CASNGQGVTSYEQYF. Result: 0 (the TCR does not bind to the epitope).